Dataset: Forward reaction prediction with 1.9M reactions from USPTO patents (1976-2016). Task: Predict the product of the given reaction. (1) Given the reactants [Cl:1][C:2]1[N:3]=[C:4]([NH:11][C:12]2[CH:16]=[C:15]([C:17]([OH:19])=O)[NH:14][N:13]=2)[C:5]2[O:10][CH:9]=[CH:8][C:6]=2[N:7]=1.CN(C(ON1N=NC2C=CC=NC1=2)=[N+](C)C)C.F[P-](F)(F)(F)(F)F.CCN(C(C)C)C(C)C.[CH3:53][O:54][C:55]1[CH:56]=[C:57]([CH:59]=[CH:60][CH:61]=1)[NH2:58], predict the reaction product. The product is: [Cl:1][C:2]1[N:3]=[C:4]([NH:11][C:12]2[CH:16]=[C:15]([C:17]([NH:58][C:57]3[CH:59]=[CH:60][CH:61]=[C:55]([O:54][CH3:53])[CH:56]=3)=[O:19])[NH:14][N:13]=2)[C:5]2[O:10][CH:9]=[CH:8][C:6]=2[N:7]=1. (2) Given the reactants [Br:1][C:2]1[CH:7]=[CH:6][C:5]([C:8]([NH:10][C:11]2[CH:19]=[CH:18][CH:17]=[CH:16][C:12]=2[C:13]([OH:15])=[O:14])=O)=[CH:4][CH:3]=1.C(OC(=O)C)(=O)C, predict the reaction product. The product is: [Br:1][C:2]1[CH:7]=[CH:6][C:5]([C:8]2[O:14][C:13](=[O:15])[C:12]3[CH:16]=[CH:17][CH:18]=[CH:19][C:11]=3[N:10]=2)=[CH:4][CH:3]=1.